From a dataset of Forward reaction prediction with 1.9M reactions from USPTO patents (1976-2016). Predict the product of the given reaction. (1) Given the reactants [Li+].C[Si]([N-][Si](C)(C)C)(C)C.CC[O:13][C:14]([CH3:16])=[O:15].[CH:17]1([C:22](=[O:35])[CH2:23][CH2:24][C:25]2[CH:30]=[C:29]([CH2:31][CH3:32])[N:28]=[C:27]([CH2:33][CH3:34])[CH:26]=2)[CH2:21][CH2:20][CH2:19][CH2:18]1, predict the reaction product. The product is: [CH:17]1([C:22]([OH:35])([CH2:23][CH2:24][C:25]2[CH:26]=[C:27]([CH2:33][CH3:34])[N:28]=[C:29]([CH2:31][CH3:32])[CH:30]=2)[CH2:16][C:14]([OH:13])=[O:15])[CH2:21][CH2:20][CH2:19][CH2:18]1. (2) Given the reactants C[O:2][C:3]1[CH:4]=[C:5]([C:9]([C:11]2[C:19]3[C:14](=[C:15]([C:20]([F:23])([F:22])[F:21])[CH:16]=[CH:17][CH:18]=3)[NH:13][N:12]=2)=[O:10])[CH:6]=[CH:7][CH:8]=1.B(Br)(Br)Br, predict the reaction product. The product is: [OH:2][C:3]1[CH:4]=[C:5]([C:9]([C:11]2[C:19]3[C:14](=[C:15]([C:20]([F:23])([F:22])[F:21])[CH:16]=[CH:17][CH:18]=3)[NH:13][N:12]=2)=[O:10])[CH:6]=[CH:7][CH:8]=1. (3) Given the reactants O=[C:2]1[N:6]([C:7]2[CH:8]=[C:9]([CH:15]=[CH:16][CH:17]=2)[C:10]([O:12][CH2:13][CH3:14])=[O:11])[C:5]2[CH:18]=[CH:19][C:20]([C:22]([F:25])([F:24])[F:23])=[CH:21][C:4]=2[NH:3]1.P(Cl)(Cl)(Cl)(Cl)[Cl:27], predict the reaction product. The product is: [Cl:27][C:2]1[N:6]([C:7]2[CH:8]=[C:9]([CH:15]=[CH:16][CH:17]=2)[C:10]([O:12][CH2:13][CH3:14])=[O:11])[C:5]2[CH:18]=[CH:19][C:20]([C:22]([F:25])([F:24])[F:23])=[CH:21][C:4]=2[N:3]=1. (4) Given the reactants [OH:1][C:2]1[CH:3]=[CH:4][C:5]2[O:9][C:8]([C:10]([OH:12])=[O:11])=[CH:7][C:6]=2[CH:13]=1.S(=O)(=O)(O)O.[CH3:19]O, predict the reaction product. The product is: [CH3:19][O:11][C:10]([C:8]1[O:9][C:5]2[CH:4]=[CH:3][C:2]([OH:1])=[CH:13][C:6]=2[CH:7]=1)=[O:12].